Dataset: NCI-60 drug combinations with 297,098 pairs across 59 cell lines. Task: Regression. Given two drug SMILES strings and cell line genomic features, predict the synergy score measuring deviation from expected non-interaction effect. (1) Drug 1: CS(=O)(=O)C1=CC(=C(C=C1)C(=O)NC2=CC(=C(C=C2)Cl)C3=CC=CC=N3)Cl. Drug 2: C1CCN(CC1)CCOC2=CC=C(C=C2)C(=O)C3=C(SC4=C3C=CC(=C4)O)C5=CC=C(C=C5)O. Cell line: SF-268. Synergy scores: CSS=8.29, Synergy_ZIP=7.36, Synergy_Bliss=13.5, Synergy_Loewe=8.63, Synergy_HSA=9.26. (2) Drug 1: CN1CCC(CC1)COC2=C(C=C3C(=C2)N=CN=C3NC4=C(C=C(C=C4)Br)F)OC. Drug 2: C1CNP(=O)(OC1)N(CCCl)CCCl. Cell line: T-47D. Synergy scores: CSS=-0.228, Synergy_ZIP=-2.50, Synergy_Bliss=-4.67, Synergy_Loewe=-7.35, Synergy_HSA=-4.10. (3) Drug 1: COC1=C(C=C2C(=C1)N=CN=C2NC3=CC(=C(C=C3)F)Cl)OCCCN4CCOCC4. Drug 2: C1CC(C1)(C(=O)O)C(=O)O.[NH2-].[NH2-].[Pt+2]. Cell line: TK-10. Synergy scores: CSS=37.9, Synergy_ZIP=-0.572, Synergy_Bliss=-0.452, Synergy_Loewe=1.45, Synergy_HSA=3.15. (4) Drug 1: CCC1(CC2CC(C3=C(CCN(C2)C1)C4=CC=CC=C4N3)(C5=C(C=C6C(=C5)C78CCN9C7C(C=CC9)(C(C(C8N6C=O)(C(=O)OC)O)OC(=O)C)CC)OC)C(=O)OC)O.OS(=O)(=O)O. Drug 2: C1=NC(=NC(=O)N1C2C(C(C(O2)CO)O)O)N. Cell line: HS 578T. Synergy scores: CSS=25.2, Synergy_ZIP=0.635, Synergy_Bliss=6.01, Synergy_Loewe=-28.6, Synergy_HSA=0.765.